From a dataset of Forward reaction prediction with 1.9M reactions from USPTO patents (1976-2016). Predict the product of the given reaction. Given the reactants [C:1]([C:3]1[CH:20]=[CH:19][C:6]([O:7][CH2:8][C@@H:9]2[CH2:11][N:10]2[C:12]([O:14][C:15]([CH3:18])([CH3:17])[CH3:16])=[O:13])=[CH:5][CH:4]=1)#[N:2].[CH2:21]([N:28]1[CH2:34][CH:33]2[NH:35][CH:30]([CH2:31][CH2:32]2)[CH2:29]1)[C:22]1[CH:27]=[CH:26][CH:25]=[CH:24][CH:23]=1, predict the reaction product. The product is: [CH2:21]([N:28]1[CH2:34][CH:33]2[N:35]([CH2:11][C@H:9]([NH:10][C:12](=[O:13])[O:14][C:15]([CH3:16])([CH3:17])[CH3:18])[CH2:8][O:7][C:6]3[CH:5]=[CH:4][C:3]([C:1]#[N:2])=[CH:20][CH:19]=3)[CH:30]([CH2:31][CH2:32]2)[CH2:29]1)[C:22]1[CH:23]=[CH:24][CH:25]=[CH:26][CH:27]=1.